This data is from Forward reaction prediction with 1.9M reactions from USPTO patents (1976-2016). The task is: Predict the product of the given reaction. (1) The product is: [CH3:17][N:16]([CH3:20])[CH2:15][CH2:14][O:11][C:3]1[CH:4]=[CH:5][C:6]([N+:8]([O-:10])=[O:9])=[CH:7][C:2]=1[CH3:1]. Given the reactants [CH3:1][C:2]1[CH:7]=[C:6]([N+:8]([O-:10])=[O:9])[CH:5]=[CH:4][C:3]=1[OH:11].Cl.Cl[CH2:14][CH2:15][N:16]1[CH2:20]CC[CH2:17]1.C(=O)([O-])[O-].[Cs+].[Cs+], predict the reaction product. (2) Given the reactants Br[C:2]1[CH:8]=[CH:7][C:6](Br)=[CH:5][C:3]=1[NH2:4].[C:10]1(B(O)O)[CH:15]=[CH:14][CH:13]=[CH:12][CH:11]=1.C(=O)([O-])[O-].[Na+].[Na+].COC, predict the reaction product. The product is: [C:10]1([C:2]2[CH:8]=[CH:7][C:6]([C:2]3[CH:8]=[CH:7][CH:6]=[CH:5][CH:3]=3)=[CH:5][C:3]=2[NH2:4])[CH:15]=[CH:14][CH:13]=[CH:12][CH:11]=1. (3) Given the reactants [NH2:1][C:2]([NH:4][C:5]1[NH:6][C:7]([C:13]2[CH:18]=[CH:17][CH:16]=[C:15](Br)[CH:14]=2)=[CH:8][C:9]=1[C:10]([NH2:12])=[O:11])=[O:3].C(=O)([O-])O.[Na+].[CH:25]([Si:28]([C:35]#[CH:36])([CH:32]([CH3:34])[CH3:33])[CH:29]([CH3:31])[CH3:30])([CH3:27])[CH3:26], predict the reaction product. The product is: [NH2:1][C:2]([NH:4][C:5]1[NH:6][C:7]([C:13]2[CH:18]=[CH:17][CH:16]=[C:15]([C:36]#[C:35][Si:28]([CH:25]([CH3:27])[CH3:26])([CH:32]([CH3:34])[CH3:33])[CH:29]([CH3:31])[CH3:30])[CH:14]=2)=[CH:8][C:9]=1[C:10]([NH2:12])=[O:11])=[O:3]. (4) Given the reactants C(O[C:9]([N:11]1[CH2:15][CH:14]([Cl:16])[CH:13]2[O:17][CH2:18][C:19]([O:22][CH3:23])([O:20][CH3:21])[CH:12]12)=[O:10])C1C=CC=CC=1.[H][H].[C:26]([NH:33][C@H:34](C(O)=O)[CH2:35][CH:36]([CH3:38])[CH3:37])([O:28][C:29]([CH3:32])([CH3:31])[CH3:30])=[O:27].CN(C(ON1N=NC2C=CC=NC1=2)=[N+](C)C)C.F[P-](F)(F)(F)(F)F, predict the reaction product. The product is: [C:29]([O:28][C:26](=[O:27])[NH:33][CH2:34][CH:35]([C:9]([N:11]1[CH2:15][CH:14]([Cl:16])[CH:13]2[O:17][CH2:18][C:19]([O:20][CH3:21])([O:22][CH3:23])[CH:12]12)=[O:10])[CH:36]([CH3:37])[CH3:38])([CH3:32])([CH3:31])[CH3:30]. (5) Given the reactants [Br:1][C:2]1[C:3]([CH2:9][OH:10])=[CH:4][C:5]([Cl:8])=[N:6][CH:7]=1.C(N(CC)CC)C.CS(Cl)(=O)=O.[Cl:23][C:24]1[CH:25]=[C:26](O)[CH:27]=[CH:28][C:29]=1[Cl:30].C(=O)([O-])[O-].[K+].[K+], predict the reaction product. The product is: [Br:1][C:2]1[C:3]([CH2:9][O:10][C:27]2[CH:26]=[CH:25][C:24]([Cl:23])=[C:29]([Cl:30])[CH:28]=2)=[CH:4][C:5]([Cl:8])=[N:6][CH:7]=1.